Dataset: Forward reaction prediction with 1.9M reactions from USPTO patents (1976-2016). Task: Predict the product of the given reaction. (1) Given the reactants Cl[C:2]1[CH:7]=[CH:6][C:5]([CH2:8][C:9](O)=O)=[CH:4][CH:3]=1.C1N=CN(C(N2C=NC=C2)=O)C=1.CC(C1C=CC(F)=CC=1O)=O.[C:35](=O)([O-:37])[O-:36].[K+].[K+], predict the reaction product. The product is: [O:37]1[C:6]2[CH:7]=[CH:2][CH:3]=[CH:4][C:5]=2[CH:8]=[CH:9][C:35]1=[O:36]. (2) Given the reactants [CH3:1][O:2][C:3]1[CH:4]=[C:5]([C:15]2[N:19]3[CH2:20][CH2:21][CH2:22][CH:23]([C:24]([O:26][CH2:27][CH3:28])=[O:25])[C:18]3=[N:17][N:16]=2)[CH:6]=[CH:7][C:8]=1[C:9]1[O:13][C:12]([CH3:14])=[N:11][CH:10]=1.[H-].[Na+].[Br:31][C:32]1[CH:37]=[CH:36][C:35]([F:38])=[CH:34][C:33]=1[CH2:39]Br.[Cl-].[NH4+].CN(C=[O:47])C, predict the reaction product. The product is: [Br:31][C:32]1[CH:37]=[CH:36][C:35]([F:38])=[CH:34][C:33]=1[CH2:39][O:47][C:23]1([C:24]([O:26][CH2:27][CH3:28])=[O:25])[CH2:22][CH2:21][CH2:20][N:19]2[C:15]([C:5]3[CH:6]=[CH:7][C:8]([C:9]4[O:13][C:12]([CH3:14])=[N:11][CH:10]=4)=[C:3]([O:2][CH3:1])[CH:4]=3)=[N:16][N:17]=[C:18]12.